This data is from TCR-epitope binding with 47,182 pairs between 192 epitopes and 23,139 TCRs. The task is: Binary Classification. Given a T-cell receptor sequence (or CDR3 region) and an epitope sequence, predict whether binding occurs between them. (1) The epitope is HPVGEADYFEY. The TCR CDR3 sequence is CASSQDGSGYNEQFF. Result: 0 (the TCR does not bind to the epitope). (2) The epitope is FLRGRAYGL. The TCR CDR3 sequence is CASYSWDYSAYEQYF. Result: 0 (the TCR does not bind to the epitope). (3) The epitope is ATDALMTGY. The TCR CDR3 sequence is CASSLRTAGYNEQFF. Result: 1 (the TCR binds to the epitope). (4) The epitope is RAKFKQLL. The TCR CDR3 sequence is CASSGTNSYNEQFF. Result: 0 (the TCR does not bind to the epitope). (5) The epitope is TSDLATNNLVVMAY. The TCR CDR3 sequence is CASSPKTAGGRAYEQYF. Result: 1 (the TCR binds to the epitope). (6) The epitope is TPQDLNTML. The TCR CDR3 sequence is CASSSTITGMGVSGNTIYF. Result: 1 (the TCR binds to the epitope). (7) The epitope is SFHSLHLLF. The TCR CDR3 sequence is CASSSRGADGELFF. Result: 0 (the TCR does not bind to the epitope). (8) The epitope is ILKEPVHGV. The TCR CDR3 sequence is CSVEGKTGGTYNEQFF. Result: 0 (the TCR does not bind to the epitope). (9) The epitope is QARQMVQAMRTIGTHP. The TCR CDR3 sequence is CASSLGSYNEQFF. Result: 1 (the TCR binds to the epitope).